Dataset: Forward reaction prediction with 1.9M reactions from USPTO patents (1976-2016). Task: Predict the product of the given reaction. (1) Given the reactants Br[C:2]1[N:7]=[C:6]([CH3:8])[NH:5][C:4](=[O:9])[C:3]=1[N+:10]([O-:12])=[O:11].Cl.[CH3:14][C:15]1[S:16][C:17]2[CH2:23][CH2:22][NH:21][CH2:20][CH2:19][C:18]=2[N:24]=1.C(=O)([O-])[O-].[K+].[K+], predict the reaction product. The product is: [CH3:8][C:6]1[NH:5][C:4](=[O:9])[C:3]([N+:10]([O-:12])=[O:11])=[C:2]([N:21]2[CH2:22][CH2:23][C:17]3[S:16][C:15]([CH3:14])=[N:24][C:18]=3[CH2:19][CH2:20]2)[N:7]=1. (2) Given the reactants [C:1]1([CH3:23])[CH:6]=[CH:5][C:4]([NH:7][CH:8]2[CH2:13][CH2:12][N:11]([CH2:14][CH2:15][C:16]3([CH2:20][CH2:21][OH:22])[CH2:19][CH2:18][CH2:17]3)[CH2:10][CH2:9]2)=[CH:3][CH:2]=1.[O:24]1[CH:28]=[CH:27][CH:26]=[C:25]1[C:29](Cl)=[O:30].[OH-].[K+].[Cl-].[Na+], predict the reaction product. The product is: [OH:22][CH2:21][CH2:20][C:16]1([CH2:15][CH2:14][N:11]2[CH2:12][CH2:13][CH:8]([N:7]([C:4]3[CH:3]=[CH:2][C:1]([CH3:23])=[CH:6][CH:5]=3)[C:29]([C:25]3[O:24][CH:28]=[CH:27][CH:26]=3)=[O:30])[CH2:9][CH2:10]2)[CH2:19][CH2:18][CH2:17]1. (3) Given the reactants [F:1][C:2]([F:20])([F:19])[C:3]1[CH:8]=[CH:7][C:6]([C@@H:9]2[C:18]3[C:13](=[CH:14][CH:15]=[CH:16][CH:17]=3)[CH2:12][CH2:11][NH:10]2)=[CH:5][CH:4]=1.[CH3:21][N:22]1[CH:26]=[CH:25][C:24]([C:27](O)=[O:28])=[N:23]1.O.ON1C2C=CC=CC=2N=N1.C(N=C=NC(C)C)(C)C, predict the reaction product. The product is: [CH3:21][N:22]1[CH2:26][CH2:25][C:24]([C:27]([N:10]2[CH2:11][CH2:12][C:13]3[C:18](=[CH:17][CH:16]=[CH:15][CH:14]=3)[C@H:9]2[C:6]2[CH:5]=[CH:4][C:3]([C:2]([F:1])([F:19])[F:20])=[CH:8][CH:7]=2)=[O:28])=[N:23]1.